Task: Regression/Classification. Given a drug SMILES string, predict its toxicity properties. Task type varies by dataset: regression for continuous values (e.g., LD50, hERG inhibition percentage) or binary classification for toxic/non-toxic outcomes (e.g., AMES mutagenicity, cardiotoxicity, hepatotoxicity). Dataset: ld50_zhu.. Dataset: Acute oral toxicity (LD50) regression data from Zhu et al. (1) The compound is Cc1ccnc(SCCC(F)=C(F)F)n1. The rat oral LD50 is 2.44, given as -log10 of the dose in mol/kg body weight (higher means more acutely toxic). (2) The drug is CC(C)OC(=O)C(C(=O)OC(C)C)=C1SCCS1. The rat oral LD50 is 2.39, given as -log10 of the dose in mol/kg body weight (higher means more acutely toxic). (3) The molecule is O=c1oc2cc(O)ccc2s1. The rat oral LD50 is 2.42, given as -log10 of the dose in mol/kg body weight (higher means more acutely toxic). (4) The drug is CCCCC=CCCCCCCOC(C)=O. The rat oral LD50 is 1.23, given as -log10 of the dose in mol/kg body weight (higher means more acutely toxic). (5) The molecule is FC(F)(F)c1ccccc1Br. The rat oral LD50 is 1.92, given as -log10 of the dose in mol/kg body weight (higher means more acutely toxic). (6) The molecule is O=C(NO)c1ccccc1O. The rat oral LD50 is 1.49, given as -log10 of the dose in mol/kg body weight (higher means more acutely toxic). (7) The drug is CN(C)S(=O)(=O)CCNC(=O)N(CCCl)N=O. The rat oral LD50 is 3.87, given as -log10 of the dose in mol/kg body weight (higher means more acutely toxic).